Dataset: Forward reaction prediction with 1.9M reactions from USPTO patents (1976-2016). Task: Predict the product of the given reaction. Given the reactants Cl[C:2]1[N:10]=[CH:9][N:8]=[C:7]2[C:3]=1[NH:4][CH:5]=[N:6]2.[NH:11]1[CH2:16][CH2:15][O:14][CH2:13][CH2:12]1.F[C:18]1[CH:23]=[CH:22][C:21]([N+:24]([O-])=O)=[CH:20][CH:19]=1.[Cl:27][C:28]1[CH:33]=[CH:32][C:31]([N:34]=[C:35]=[O:36])=[CH:30][C:29]=1[C:37]([F:40])([F:39])[F:38], predict the reaction product. The product is: [Cl:27][C:28]1[CH:33]=[CH:32][C:31]([NH:34][C:35]([NH:24][C:21]2[CH:22]=[CH:23][C:18]([N:6]3[CH:5]=[N:4][C:3]4[C:7]3=[N:8][CH:9]=[N:10][C:2]=4[N:11]3[CH2:16][CH2:15][O:14][CH2:13][CH2:12]3)=[CH:19][CH:20]=2)=[O:36])=[CH:30][C:29]=1[C:37]([F:38])([F:39])[F:40].